The task is: Predict the reaction yield, written as a fraction of the theoretical maximum amount of product (1.0 means a 100% yield; for example, 0.34 means a 34% yield).. This data is from Reaction yield outcomes from USPTO patents with 853,638 reactions. (1) The reactants are [Br:1][C:2]1[CH:3]=[C:4]([NH:8]N)[CH:5]=[CH:6][CH:7]=1.[C:10]([N:17]1[CH2:22][CH2:21][C:20](=O)[CH2:19][CH2:18]1)([O:12][C:13]([CH3:16])([CH3:15])[CH3:14])=[O:11].Cl.CC(OC(OC(OC(C)(C)C)=O)=O)(C)C.C(N(CC)CC)C. The catalyst is C(O)C.CN(C1C=CN=CC=1)C. The product is [Br:1][C:2]1[CH:7]=[CH:6][C:5]2[C:19]3[CH2:18][N:17]([C:10]([O:12][C:13]([CH3:16])([CH3:15])[CH3:14])=[O:11])[CH2:22][CH2:21][C:20]=3[NH:8][C:4]=2[CH:3]=1. The yield is 0.420. (2) The reactants are [Cl:1][C:2]1[CH:10]=[CH:9][C:5]([C:6]([OH:8])=O)=[CH:4][CH:3]=1.CN(C(ON1N=NC2C=CC=CC1=2)=[N+](C)C)C.F[P-](F)(F)(F)(F)F.[NH:35]1[CH:39]=[CH:38][N:37]=[C:36]1[NH:40][C:41]([C:43]1[C:51]2[NH:50][C:49]([NH2:52])=[N:48][C:47]=2[CH:46]=[CH:45][CH:44]=1)=[O:42]. The catalyst is CN(C=O)C.CCN(C(C)C)C(C)C. The product is [NH:37]1[CH:38]=[CH:39][N:35]=[C:36]1[NH:40][C:41]([C:43]1[C:51]2[N:50]=[C:49]([NH:52][C:6](=[O:8])[C:5]3[CH:4]=[CH:3][C:2]([Cl:1])=[CH:10][CH:9]=3)[NH:48][C:47]=2[CH:46]=[CH:45][CH:44]=1)=[O:42]. The yield is 0.172. (3) The reactants are [Cl:1][C:2]1[N:7]=[CH:6][C:5]([CH2:8][NH:9][C:10](=O)[C:11]2[CH:16]=[CH:15][C:14](/[CH:17]=[CH:18]/[CH:19]([C:24]3[CH:29]=[C:28]([Cl:30])[CH:27]=[C:26]([Cl:31])[CH:25]=3)[C:20]([F:23])([F:22])[F:21])=[CH:13][C:12]=2[CH3:32])=[CH:4][CH:3]=1.COC1C=CC(P2(SP(C3C=CC(OC)=CC=3)(=S)S2)=[S:43])=CC=1. The catalyst is C1(C)C=CC=CC=1. The product is [Cl:1][C:2]1[N:7]=[CH:6][C:5]([CH2:8][NH:9][C:10](=[S:43])[C:11]2[CH:16]=[CH:15][C:14](/[CH:17]=[CH:18]/[CH:19]([C:24]3[CH:29]=[C:28]([Cl:30])[CH:27]=[C:26]([Cl:31])[CH:25]=3)[C:20]([F:23])([F:22])[F:21])=[CH:13][C:12]=2[CH3:32])=[CH:4][CH:3]=1. The yield is 0.490. (4) The reactants are [OH:1][C:2]1[C:10]2[N:9]=[C:8]([C:11]3[CH:16]=[CH:15][CH:14]=[CH:13][CH:12]=3)[NH:7][C:6]=2[C:5]([C:17]([OH:19])=O)=[CH:4][CH:3]=1.[NH2:20][CH2:21][CH:22]1[CH2:27][CH2:26][CH2:25][CH2:24][N:23]1C(OC(C)(C)C)=O. No catalyst specified. The product is [OH:1][C:2]1[C:10]2[N:9]=[C:8]([C:11]3[CH:12]=[CH:13][CH:14]=[CH:15][CH:16]=3)[NH:7][C:6]=2[C:5]([C:17]([NH:20][CH2:21][CH:22]2[CH2:27][CH2:26][CH2:25][CH2:24][NH:23]2)=[O:19])=[CH:4][CH:3]=1. The yield is 0.230. (5) The reactants are [CH2:1]([O:8][C:9]1[C:17]([F:18])=[CH:16][CH:15]=[C:14]2[C:10]=1[C:11]([C:19](=O)[C:20]([N:22]([CH3:24])[CH3:23])=O)=[CH:12][NH:13]2)[C:2]1[CH:7]=[CH:6][CH:5]=[CH:4][CH:3]=1.[H-].[H-].[H-].[H-].[Li+].[Al+3]. The catalyst is O1CCOCC1. The product is [CH2:1]([O:8][C:9]1[C:17]([F:18])=[CH:16][CH:15]=[C:14]2[C:10]=1[C:11]([CH2:19][CH2:20][N:22]([CH3:23])[CH3:24])=[CH:12][NH:13]2)[C:2]1[CH:3]=[CH:4][CH:5]=[CH:6][CH:7]=1. The yield is 0.800.